From a dataset of Full USPTO retrosynthesis dataset with 1.9M reactions from patents (1976-2016). Predict the reactants needed to synthesize the given product. (1) Given the product [NH2:1][C:2]1[C:11]2=[N:12][N:13]([CH2:23][CH3:24])[C:14]([CH2:15][C:16]3([OH:22])[CH2:21][CH2:20][CH2:19][CH2:18][CH2:17]3)=[C:10]2[C:9]2[CH2:8][CH2:7][CH2:6][CH2:5][C:4]=2[N:3]=1, predict the reactants needed to synthesize it. The reactants are: [NH2:1][C:2]1[C:11]2=[N:12][N:13]([CH2:23][CH3:24])[C:14]([CH2:15][C:16]3([OH:22])[CH2:21][CH2:20][CH2:19][CH2:18][CH2:17]3)=[C:10]2[C:9]2[CH:8]=[CH:7][CH:6]=[CH:5][C:4]=2[N:3]=1. (2) Given the product [CH2:16]([OH:15])[CH3:17].[CH:16]([O:15][CH:12]([CH3:11])[CH3:13])([CH3:17])[CH3:20], predict the reactants needed to synthesize it. The reactants are: C(N(C[CH2:11][CH2:12][CH3:13])CCCC)CCC.C(Cl)(=O)[O:15][CH2:16][CH3:17].[CH2:20](N(CC)CC)C.Cl. (3) Given the product [CH2:15]([O:17][C:18]1[CH:19]=[C:20]([CH:21]2[C:7]([C:1]3[CH:6]=[CH:5][CH:4]=[CH:3][CH:2]=3)=[C:8]([C@H:10]3[CH2:14][CH2:13][CH2:12][O:11]3)[NH:33][C:31](=[O:32])[NH:30]2)[CH:23]=[C:24]([N+:27]([O-:29])=[O:28])[C:25]=1[OH:26])[CH3:16], predict the reactants needed to synthesize it. The reactants are: [C:1]1([CH2:7][C:8]([C@H:10]2[CH2:14][CH2:13][CH2:12][O:11]2)=O)[CH:6]=[CH:5][CH:4]=[CH:3][CH:2]=1.[CH2:15]([O:17][C:18]1[CH:19]=[C:20]([CH:23]=[C:24]([N+:27]([O-:29])=[O:28])[C:25]=1[OH:26])[CH:21]=O)[CH3:16].[NH2:30][C:31]([NH2:33])=[O:32]. (4) Given the product [OH:9][C:10]1([C:1]2[CH:6]=[CH:5][CH:4]=[CH:3][CH:2]=2)[CH2:11][N:12]([C:14]([O:16][C:17]([CH3:20])([CH3:19])[CH3:18])=[O:15])[CH2:13]1, predict the reactants needed to synthesize it. The reactants are: [C:1]1([Mg]Br)[CH:6]=[CH:5][CH:4]=[CH:3][CH:2]=1.[O:9]=[C:10]1[CH2:13][N:12]([C:14]([O:16][C:17]([CH3:20])([CH3:19])[CH3:18])=[O:15])[CH2:11]1.[Cl-].[NH4+].Cl. (5) Given the product [CH3:1][C:2]1[CH:3]=[CH:4][C:5]([S:8]([O:11][CH2:12][CH:13]2[O:18][C:17]3[C:19]([OH:41])=[C:20]([NH:23][C:24]([O:26][CH2:27][C:28]4[CH:33]=[CH:32][CH:31]=[CH:30][CH:29]=4)=[O:25])[CH:21]=[CH:22][C:16]=3[O:15][CH2:14]2)(=[O:9])=[O:10])=[CH:6][CH:7]=1, predict the reactants needed to synthesize it. The reactants are: [CH3:1][C:2]1[CH:7]=[CH:6][C:5]([S:8]([O:11][CH2:12][C@@H:13]2[O:18][C:17]3[C:19](C=O)=[C:20]([NH:23][C:24]([O:26][CH2:27][C:28]4[CH:33]=[CH:32][CH:31]=[CH:30][CH:29]=4)=[O:25])[CH:21]=[CH:22][C:16]=3[O:15][CH2:14]2)(=[O:10])=[O:9])=[CH:4][CH:3]=1.ClC1C=C(C=CC=1)C(OO)=[O:41]. (6) Given the product [CH2:1]([N:8]1[C:9]2[CH:15]=[C:14]([Cl:16])[CH:13]=[CH:12][C:10]=2[N:11]=[C:18]1[C:17]([O:21][CH2:22][CH3:23])=[O:20])[C:2]1[CH:3]=[CH:4][CH:5]=[CH:6][CH:7]=1, predict the reactants needed to synthesize it. The reactants are: [CH2:1]([NH:8][C:9]1[CH:15]=[C:14]([Cl:16])[CH:13]=[CH:12][C:10]=1[NH2:11])[C:2]1[CH:7]=[CH:6][CH:5]=[CH:4][CH:3]=1.[C:17]([O:21][CH2:22][CH3:23])(=[O:20])[CH:18]=O.II.S([O-])([O-])(=O)=S.[Na+].[Na+]. (7) Given the product [CH:31]1([C:34]([NH:1][C:2]2[S:3][C:4]3[CH:10]=[C:9]([O:11][C:12]4[CH:13]=[C:14]([CH:28]=[CH:29][CH:30]=4)[C:15]([NH:17][C:18]4[CH:23]=[CH:22][CH:21]=[C:20]([C:24]([F:27])([F:25])[F:26])[CH:19]=4)=[O:16])[CH:8]=[CH:7][C:5]=3[N:6]=2)=[O:35])[CH2:33][CH2:32]1, predict the reactants needed to synthesize it. The reactants are: [NH2:1][C:2]1[S:3][C:4]2[CH:10]=[C:9]([O:11][C:12]3[CH:13]=[C:14]([CH:28]=[CH:29][CH:30]=3)[C:15]([NH:17][C:18]3[CH:23]=[CH:22][CH:21]=[C:20]([C:24]([F:27])([F:26])[F:25])[CH:19]=3)=[O:16])[CH:8]=[CH:7][C:5]=2[N:6]=1.[CH:31]1([C:34](Cl)=[O:35])[CH2:33][CH2:32]1.O. (8) Given the product [C:24]([C:26]1([C:29]([NH:10][NH:9][C:7](=[O:8])[C:6]2[CH:11]=[CH:12][C:3]([O:2][CH3:1])=[C:4]([CH2:13][CH2:14][CH2:15][CH2:16][CH2:17][CH2:18][CH2:19][CH2:20][CH2:21][CH2:22][CH3:23])[CH:5]=2)=[O:30])[CH2:28][CH2:27]1)#[N:25], predict the reactants needed to synthesize it. The reactants are: [CH3:1][O:2][C:3]1[CH:12]=[CH:11][C:6]([C:7]([NH:9][NH2:10])=[O:8])=[CH:5][C:4]=1[CH2:13][CH2:14][CH2:15][CH2:16][CH2:17][CH2:18][CH2:19][CH2:20][CH2:21][CH2:22][CH3:23].[C:24]([C:26]1([C:29](O)=[O:30])[CH2:28][CH2:27]1)#[N:25]. (9) Given the product [NH2:36][C:13]1[N:12]=[C:11]([NH:22][C@H:23]2[C@@H:27]3[O:28][C:29]([CH3:32])([CH3:31])[O:30][C@@H:26]3[C@@H:25]([CH2:33][OH:34])[CH2:24]2)[C:10]([C:2]2[S:1][C:5]3[CH:6]=[CH:7][CH:8]=[CH:9][C:4]=3[N:3]=2)=[C:15]([O:16][CH3:17])[N:14]=1, predict the reactants needed to synthesize it. The reactants are: [S:1]1[C:5]2[CH:6]=[CH:7][CH:8]=[CH:9][C:4]=2[N:3]=[C:2]1[C:10]1[C:11]([NH:22][C@H:23]2[C@@H:27]3[O:28][C:29]([CH3:32])([CH3:31])[O:30][C@@H:26]3[C@@H:25]([CH2:33][OH:34])[CH2:24]2)=[N:12][C:13](S(C)(=O)=O)=[N:14][C:15]=1[O:16][CH3:17].[OH-].[NH4+:36].O.